From a dataset of Forward reaction prediction with 1.9M reactions from USPTO patents (1976-2016). Predict the product of the given reaction. Given the reactants [NH:1]1[C:9]2[C:4](=[CH:5][CH:6]=[CH:7][CH:8]=2)[C:3]([CH2:10][CH:11]([O:17][CH:18]([CH3:20])C)[C:12]([O:14][CH2:15][CH3:16])=[O:13])=[CH:2]1.[H-].[Na+].Br[CH2:24][C:25]([O:27]C(C)(C)C)=[O:26].[Cl-].[NH4+].[CH3:34]N(C)C=O, predict the reaction product. The product is: [C:25]([CH2:24][N:1]1[C:9]2[C:4](=[CH:5][CH:6]=[CH:7][CH:8]=2)[C:3]([CH2:10][CH:11]([O:17][CH2:18][CH2:20][CH3:34])[C:12]([O:14][CH2:15][CH3:16])=[O:13])=[CH:2]1)([OH:27])=[O:26].